Dataset: Full USPTO retrosynthesis dataset with 1.9M reactions from patents (1976-2016). Task: Predict the reactants needed to synthesize the given product. Given the product [Cl:1][C:2]1[CH:27]=[CH:26][C:5]([CH2:6][N:7]2[C:15]3[C:10](=[CH:11][C:12]([CH:16]=[C:17]4[S:21][C:20]([N:38]5[CH2:39][CH2:40][N:35]([CH2:34][CH:33]([F:41])[F:32])[CH2:36][CH2:37]5)=[N:19][C:18]4=[O:25])=[CH:13][CH:14]=3)[CH:9]=[N:8]2)=[C:4]([C:28]([F:30])([F:29])[F:31])[CH:3]=1, predict the reactants needed to synthesize it. The reactants are: [Cl:1][C:2]1[CH:27]=[CH:26][C:5]([CH2:6][N:7]2[C:15]3[C:10](=[CH:11][C:12]([CH:16]=[C:17]4[S:21][C:20](SCC)=[N:19][C:18]4=[O:25])=[CH:13][CH:14]=3)[CH:9]=[N:8]2)=[C:4]([C:28]([F:31])([F:30])[F:29])[CH:3]=1.[F:32][CH:33]([F:41])[CH2:34][N:35]1[CH2:40][CH2:39][NH:38][CH2:37][CH2:36]1.